The task is: Regression/Classification. Given a drug SMILES string, predict its absorption, distribution, metabolism, or excretion properties. Task type varies by dataset: regression for continuous measurements (e.g., permeability, clearance, half-life) or binary classification for categorical outcomes (e.g., BBB penetration, CYP inhibition). For this dataset (solubility_aqsoldb), we predict Y.. This data is from Aqueous solubility values for 9,982 compounds from the AqSolDB database. (1) The compound is CC1=C(C(=O)O)N2C(=O)C(NC(=O)C(N)C3=CCC=CC3)C2SC1. The Y is -1.22 log mol/L. (2) The molecule is O=C(O)c1cccc2ncccc12. The Y is -2.68 log mol/L. (3) The Y is -2.96 log mol/L. The molecule is CCCCCCCCCNC(=O)OCC1OC(O)C(O)C(O)C1O. (4) The molecule is CN1CCCC(CN2c3ccccc3Sc3ccccc32)C1. The Y is -4.74 log mol/L. (5) The drug is Clc1ccc(Cl)c(-c2ccccc2)c1Cl. The Y is -6.29 log mol/L. (6) The drug is CCCCCCCCCCCCCCCCCC(=O)[O-].CCCCCCCCCCCCCCCCCC(=O)[O-].[Ca+2]. The Y is -5.44 log mol/L.